Regression. Given a peptide amino acid sequence and an MHC pseudo amino acid sequence, predict their binding affinity value. This is MHC class II binding data. From a dataset of Peptide-MHC class II binding affinity with 134,281 pairs from IEDB. (1) The peptide sequence is LALVGFLGGLITGIS. The MHC is DRB1_0405 with pseudo-sequence DRB1_0405. The binding affinity (normalized) is 0.336. (2) The peptide sequence is GELQIVDKIDAAFEI. The MHC is DRB1_1201 with pseudo-sequence DRB1_1201. The binding affinity (normalized) is 0.485. (3) The peptide sequence is NPPFGDSYIIVGRGD. The MHC is DRB1_0404 with pseudo-sequence DRB1_0404. The binding affinity (normalized) is 0.190. (4) The peptide sequence is NRNNTFKPFAEYKSD. The MHC is DRB1_0701 with pseudo-sequence DRB1_0701. The binding affinity (normalized) is 0.257.